From a dataset of Forward reaction prediction with 1.9M reactions from USPTO patents (1976-2016). Predict the product of the given reaction. The product is: [CH3:1][C:2]1[N:3]([C:25]([O:24][C:21]([CH3:23])([CH3:22])[CH3:20])=[O:26])[N:4]=[C:5]2[C:14]3[CH:13]=[C:12]4[CH:15]=[CH:16][CH:17]=[CH:18][C:11]4=[CH:10][C:9]=3[NH:8][C:7](=[O:19])[C:6]=12. Given the reactants [CH3:1][C:2]1[NH:3][N:4]=[C:5]2[C:14]3[CH:13]=[C:12]4[CH:15]=[CH:16][CH:17]=[CH:18][C:11]4=[CH:10][C:9]=3[NH:8][C:7](=[O:19])[C:6]=12.[CH3:20][C:21]([O:24][C:25](O[C:25]([O:24][C:21]([CH3:23])([CH3:22])[CH3:20])=[O:26])=[O:26])([CH3:23])[CH3:22], predict the reaction product.